From a dataset of Full USPTO retrosynthesis dataset with 1.9M reactions from patents (1976-2016). Predict the reactants needed to synthesize the given product. Given the product [NH2:9][C:10]1[N:11]=[CH:12][C:13]([C:16]([O:18][CH3:19])=[O:17])=[N:14][C:15]=1[Br:1], predict the reactants needed to synthesize it. The reactants are: [Br:1]N1C(=O)CCC1=O.[NH2:9][C:10]1[N:11]=[CH:12][C:13]([C:16]([O:18][CH3:19])=[O:17])=[N:14][CH:15]=1.